This data is from Full USPTO retrosynthesis dataset with 1.9M reactions from patents (1976-2016). The task is: Predict the reactants needed to synthesize the given product. (1) Given the product [CH3:22][O:23][C:24]1[CH:25]=[C:26]([NH:27][C:2]2[CH:3]=[CH:4][C:5]3[CH2:6][N:7]([C:19](=[O:21])[CH3:20])[CH2:8][CH:9]([C:13]4[CH:18]=[CH:17][CH:16]=[CH:15][CH:14]=4)[O:10][C:11]=3[N:12]=2)[CH:28]=[CH:29][C:30]=1[N:31]1[CH:35]=[C:34]([CH3:36])[N:33]=[CH:32]1, predict the reactants needed to synthesize it. The reactants are: Cl[C:2]1[CH:3]=[CH:4][C:5]2[CH2:6][N:7]([C:19](=[O:21])[CH3:20])[CH2:8][CH:9]([C:13]3[CH:18]=[CH:17][CH:16]=[CH:15][CH:14]=3)[O:10][C:11]=2[N:12]=1.[CH3:22][O:23][C:24]1[CH:25]=[C:26]([CH:28]=[CH:29][C:30]=1[N:31]1[CH:35]=[C:34]([CH3:36])[N:33]=[CH:32]1)[NH2:27]. (2) Given the product [NH:28]1[C:29]2[C:25](=[C:24]([NH:23][C:21]([NH:20][CH2:19][CH:10]3[CH2:11][CH2:12][C:13]4[C:18](=[CH:17][CH:16]=[CH:15][CH:14]=4)[N:9]3[CH2:8][CH2:7][C:1]3[CH:6]=[CH:5][CH:4]=[CH:3][CH:2]=3)=[O:22])[CH:32]=[CH:31][CH:30]=2)[CH:26]=[N:27]1, predict the reactants needed to synthesize it. The reactants are: [C:1]1([CH2:7][CH2:8][N:9]2[C:18]3[C:13](=[CH:14][CH:15]=[CH:16][CH:17]=3)[CH2:12][CH2:11][CH:10]2[CH2:19][NH:20][C:21]([NH:23][C:24]2[CH:32]=[CH:31][CH:30]=[C:29]3[C:25]=2[CH:26]=[N:27][N:28]3C(OC)=O)=[O:22])[CH:6]=[CH:5][CH:4]=[CH:3][CH:2]=1.[OH-].[Na+].